From a dataset of NCI-60 drug combinations with 297,098 pairs across 59 cell lines. Regression. Given two drug SMILES strings and cell line genomic features, predict the synergy score measuring deviation from expected non-interaction effect. (1) Drug 2: C(CCl)NC(=O)N(CCCl)N=O. Cell line: RPMI-8226. Synergy scores: CSS=24.7, Synergy_ZIP=-9.17, Synergy_Bliss=-4.11, Synergy_Loewe=-11.1, Synergy_HSA=-2.67. Drug 1: C1=C(C(=O)NC(=O)N1)N(CCCl)CCCl. (2) Drug 1: C1=C(C(=O)NC(=O)N1)F. Drug 2: CN1C(=O)N2C=NC(=C2N=N1)C(=O)N. Cell line: COLO 205. Synergy scores: CSS=54.0, Synergy_ZIP=-5.09, Synergy_Bliss=-13.1, Synergy_Loewe=-18.4, Synergy_HSA=-15.1. (3) Drug 1: C1CCN(CC1)CCOC2=CC=C(C=C2)C(=O)C3=C(SC4=C3C=CC(=C4)O)C5=CC=C(C=C5)O. Drug 2: C1=CC(=CC=C1CC(C(=O)O)N)N(CCCl)CCCl.Cl. Cell line: SNB-19. Synergy scores: CSS=22.0, Synergy_ZIP=-4.24, Synergy_Bliss=0.202, Synergy_Loewe=-3.38, Synergy_HSA=-3.16. (4) Drug 1: CC1C(C(CC(O1)OC2CC(CC3=C2C(=C4C(=C3O)C(=O)C5=C(C4=O)C(=CC=C5)OC)O)(C(=O)C)O)N)O.Cl. Drug 2: CN(CCCl)CCCl.Cl. Cell line: NCI-H226. Synergy scores: CSS=-2.78, Synergy_ZIP=-4.12, Synergy_Bliss=-3.42, Synergy_Loewe=-12.3, Synergy_HSA=-6.54. (5) Drug 1: CCC1(CC2CC(C3=C(CCN(C2)C1)C4=CC=CC=C4N3)(C5=C(C=C6C(=C5)C78CCN9C7C(C=CC9)(C(C(C8N6C)(C(=O)OC)O)OC(=O)C)CC)OC)C(=O)OC)O.OS(=O)(=O)O. Drug 2: N.N.Cl[Pt+2]Cl. Cell line: NCI/ADR-RES. Synergy scores: CSS=24.6, Synergy_ZIP=-4.65, Synergy_Bliss=1.58, Synergy_Loewe=0.800, Synergy_HSA=-0.157.